From a dataset of Forward reaction prediction with 1.9M reactions from USPTO patents (1976-2016). Predict the product of the given reaction. Given the reactants [Cl:1][C:2]1[CH:7]=[CH:6][CH:5]=[CH:4][C:3]=1[N:8]([CH3:29])[C:9]([C:11]1[S:28][C:14]2[C:15]3[CH:23]=[CH:22][C:21]([C:24]([O:26]C)=[O:25])=[CH:20][C:16]=3[O:17][CH2:18][CH2:19][C:13]=2[CH:12]=1)=[O:10].[Li+].[OH-].Cl, predict the reaction product. The product is: [Cl:1][C:2]1[CH:7]=[CH:6][CH:5]=[CH:4][C:3]=1[N:8]([CH3:29])[C:9]([C:11]1[S:28][C:14]2[C:15]3[CH:23]=[CH:22][C:21]([C:24]([OH:26])=[O:25])=[CH:20][C:16]=3[O:17][CH2:18][CH2:19][C:13]=2[CH:12]=1)=[O:10].